Dataset: NCI-60 drug combinations with 297,098 pairs across 59 cell lines. Task: Regression. Given two drug SMILES strings and cell line genomic features, predict the synergy score measuring deviation from expected non-interaction effect. (1) Drug 1: C1=CC(=CC=C1CC(C(=O)O)N)N(CCCl)CCCl.Cl. Drug 2: CCC1(C2=C(COC1=O)C(=O)N3CC4=CC5=C(C=CC(=C5CN(C)C)O)N=C4C3=C2)O.Cl. Cell line: MALME-3M. Synergy scores: CSS=11.0, Synergy_ZIP=-3.67, Synergy_Bliss=2.24, Synergy_Loewe=-4.27, Synergy_HSA=1.87. (2) Drug 1: CC1=C(C=C(C=C1)NC(=O)C2=CC=C(C=C2)CN3CCN(CC3)C)NC4=NC=CC(=N4)C5=CN=CC=C5. Drug 2: C(=O)(N)NO. Cell line: LOX IMVI. Synergy scores: CSS=-7.87, Synergy_ZIP=1.07, Synergy_Bliss=-4.78, Synergy_Loewe=-5.34, Synergy_HSA=-7.98. (3) Drug 1: CCC1=CC2CC(C3=C(CN(C2)C1)C4=CC=CC=C4N3)(C5=C(C=C6C(=C5)C78CCN9C7C(C=CC9)(C(C(C8N6C)(C(=O)OC)O)OC(=O)C)CC)OC)C(=O)OC.C(C(C(=O)O)O)(C(=O)O)O. Drug 2: CC1CCCC2(C(O2)CC(NC(=O)CC(C(C(=O)C(C1O)C)(C)C)O)C(=CC3=CSC(=N3)C)C)C. Cell line: RPMI-8226. Synergy scores: CSS=53.9, Synergy_ZIP=8.48, Synergy_Bliss=11.4, Synergy_Loewe=8.41, Synergy_HSA=8.88. (4) Drug 1: CS(=O)(=O)CCNCC1=CC=C(O1)C2=CC3=C(C=C2)N=CN=C3NC4=CC(=C(C=C4)OCC5=CC(=CC=C5)F)Cl. Drug 2: C(CCl)NC(=O)N(CCCl)N=O. Cell line: SN12C. Synergy scores: CSS=2.53, Synergy_ZIP=-1.29, Synergy_Bliss=-0.988, Synergy_Loewe=-3.00, Synergy_HSA=-2.51. (5) Drug 1: C(=O)(N)NO. Drug 2: COCCOC1=C(C=C2C(=C1)C(=NC=N2)NC3=CC=CC(=C3)C#C)OCCOC.Cl. Cell line: NCI-H226. Synergy scores: CSS=1.77, Synergy_ZIP=-1.13, Synergy_Bliss=-1.88, Synergy_Loewe=-4.79, Synergy_HSA=-2.53.